This data is from NCI-60 drug combinations with 297,098 pairs across 59 cell lines. The task is: Regression. Given two drug SMILES strings and cell line genomic features, predict the synergy score measuring deviation from expected non-interaction effect. (1) Drug 2: CN(C(=O)NC(C=O)C(C(C(CO)O)O)O)N=O. Cell line: SF-268. Synergy scores: CSS=0.517, Synergy_ZIP=-0.797, Synergy_Bliss=0.0788, Synergy_Loewe=-0.261, Synergy_HSA=-0.234. Drug 1: C(=O)(N)NO. (2) Drug 1: CN1C2=C(C=C(C=C2)N(CCCl)CCCl)N=C1CCCC(=O)O.Cl. Drug 2: C1C(C(OC1N2C=NC(=NC2=O)N)CO)O. Cell line: OVCAR-5. Synergy scores: CSS=5.87, Synergy_ZIP=-2.72, Synergy_Bliss=-1.47, Synergy_Loewe=-8.19, Synergy_HSA=-1.94. (3) Drug 1: CC1=C2C(C(=O)C3(C(CC4C(C3C(C(C2(C)C)(CC1OC(=O)C(C(C5=CC=CC=C5)NC(=O)OC(C)(C)C)O)O)OC(=O)C6=CC=CC=C6)(CO4)OC(=O)C)O)C)O. Drug 2: CC1=C(N=C(N=C1N)C(CC(=O)N)NCC(C(=O)N)N)C(=O)NC(C(C2=CN=CN2)OC3C(C(C(C(O3)CO)O)O)OC4C(C(C(C(O4)CO)O)OC(=O)N)O)C(=O)NC(C)C(C(C)C(=O)NC(C(C)O)C(=O)NCCC5=NC(=CS5)C6=NC(=CS6)C(=O)NCCC[S+](C)C)O. Cell line: NCI-H226. Synergy scores: CSS=25.9, Synergy_ZIP=-3.25, Synergy_Bliss=0.854, Synergy_Loewe=3.19, Synergy_HSA=3.54. (4) Drug 1: CC1=CC2C(CCC3(C2CCC3(C(=O)C)OC(=O)C)C)C4(C1=CC(=O)CC4)C. Drug 2: CC=C1C(=O)NC(C(=O)OC2CC(=O)NC(C(=O)NC(CSSCCC=C2)C(=O)N1)C(C)C)C(C)C. Cell line: NCI-H226. Synergy scores: CSS=60.7, Synergy_ZIP=17.7, Synergy_Bliss=13.8, Synergy_Loewe=-61.6, Synergy_HSA=9.62.